Dataset: NCI-60 drug combinations with 297,098 pairs across 59 cell lines. Task: Regression. Given two drug SMILES strings and cell line genomic features, predict the synergy score measuring deviation from expected non-interaction effect. (1) Drug 1: CC1C(C(CC(O1)OC2CC(CC3=C2C(=C4C(=C3O)C(=O)C5=C(C4=O)C(=CC=C5)OC)O)(C(=O)CO)O)N)O. Drug 2: CC1CC(C(C(C=C(C(C(C=CC=C(C(=O)NC2=CC(=O)C(=C(C1)C2=O)OC)C)OC)OC(=O)N)C)C)O)OC. Cell line: SW-620. Synergy scores: CSS=83.8, Synergy_ZIP=-0.191, Synergy_Bliss=-0.933, Synergy_Loewe=1.21, Synergy_HSA=4.37. (2) Drug 1: C1=CC=C(C=C1)NC(=O)CCCCCCC(=O)NO. Drug 2: N.N.Cl[Pt+2]Cl. Cell line: NCI-H522. Synergy scores: CSS=81.1, Synergy_ZIP=-6.85, Synergy_Bliss=-1.24, Synergy_Loewe=3.11, Synergy_HSA=5.02.